This data is from Reaction yield outcomes from USPTO patents with 853,638 reactions. The task is: Predict the reaction yield, written as a fraction of the theoretical maximum amount of product (1.0 means a 100% yield; for example, 0.34 means a 34% yield). (1) The reactants are C([Si]([O:8][CH2:9][C:10]1[CH:15]=[C:14]([O:16][CH2:17][CH3:18])[C:13]([F:19])=[C:12]([O:20][CH2:21][CH3:22])[CH:11]=1)(C)C)(C)(C)C. The catalyst is CO. The product is [CH2:21]([O:20][C:12]1[CH:11]=[C:10]([CH2:9][OH:8])[CH:15]=[C:14]([O:16][CH2:17][CH3:18])[C:13]=1[F:19])[CH3:22]. The yield is 1.00. (2) The reactants are [OH-].[Na+].C[O:4][C:5](=[O:19])[CH2:6][NH:7][C:8]1[CH:13]=[CH:12][C:11]([Br:14])=[C:10]([C:15]([F:18])([F:17])[F:16])[CH:9]=1.Cl. The catalyst is CO.C1COCC1. The product is [Br:14][C:11]1[CH:12]=[CH:13][C:8]([NH:7][CH2:6][C:5]([OH:19])=[O:4])=[CH:9][C:10]=1[C:15]([F:16])([F:17])[F:18]. The yield is 0.980. (3) The reactants are [F:1][C:2]1[CH:10]=[CH:9][C:8]2[C:4](=[CH:5][N:6]([CH3:11])[N:7]=2)[C:3]=1[C@@H:12]1[CH2:14][C@H:13]1[CH2:15][NH:16]C(=O)OC(C)(C)C.[ClH:24].CO. The catalyst is CO. The product is [ClH:24].[ClH:24].[F:1][C:2]1[CH:10]=[CH:9][C:8]2[C:4](=[CH:5][N:6]([CH3:11])[N:7]=2)[C:3]=1[C@@H:12]1[CH2:14][C@H:13]1[CH2:15][NH2:16]. The yield is 0.790. (4) The reactants are [Cl:1][C:2]1[CH:7]=[C:6]([C:8]([F:11])([F:10])[F:9])[CH:5]=[CH:4][C:3]=1[C:12]1[CH:17]=[CH:16][N:15]=[C:14]([NH:18][CH:19]([CH2:22][O:23][CH3:24])[CH2:20][CH3:21])[C:13]=1[N+:25]([O-])=O.[O-]S(S([O-])=O)=O.[Na+].[Na+]. No catalyst specified. The product is [Cl:1][C:2]1[CH:7]=[C:6]([C:8]([F:10])([F:11])[F:9])[CH:5]=[CH:4][C:3]=1[C:12]1[CH:17]=[CH:16][N:15]=[C:14]([NH:18][CH:19]([CH2:22][O:23][CH3:24])[CH2:20][CH3:21])[C:13]=1[NH2:25]. The yield is 0.780. (5) The reactants are [Br:1][C:2]1[CH:7]=[C:6]([O:8][CH3:9])[C:5]([NH:10][C:11](=O)[C:12]2[CH:17]=[CH:16][CH:15]=[N:14][CH:13]=2)=[C:4]([C:19](=[O:21])[NH2:20])[CH:3]=1.[OH-].[Na+]. The catalyst is C(O)C. The product is [Br:1][C:2]1[CH:3]=[C:4]2[C:5](=[C:6]([O:8][CH3:9])[CH:7]=1)[N:10]=[C:11]([C:12]1[CH:13]=[N:14][CH:15]=[CH:16][CH:17]=1)[N:20]=[C:19]2[OH:21]. The yield is 0.430.